From a dataset of Catalyst prediction with 721,799 reactions and 888 catalyst types from USPTO. Predict which catalyst facilitates the given reaction. Reactant: [NH2:1][C:2]1[S:3][CH:4]=[C:5]([C:12]2[CH:17]=[CH:16][CH:15]=[CH:14][CH:13]=2)[C:6]=1[C:7]([O:9]CC)=O.[F:18][C:19]([F:24])([F:23])[C:20](N)=[NH:21]. Product: [C:12]1([C:5]2[C:6]3[C:7](=[O:9])[NH:21][C:20]([C:19]([F:24])([F:23])[F:18])=[N:1][C:2]=3[S:3][CH:4]=2)[CH:13]=[CH:14][CH:15]=[CH:16][CH:17]=1. The catalyst class is: 8.